Predict which catalyst facilitates the given reaction. From a dataset of Catalyst prediction with 721,799 reactions and 888 catalyst types from USPTO. (1) Reactant: [N:1]1([CH2:7][CH2:8][OH:9])[CH2:6][CH2:5][NH:4][CH2:3][CH2:2]1.C(O)C.[F:13][CH:14]([F:23])[C:15](O[C:15](=[O:16])[CH:14]([F:23])[F:13])=[O:16]. Product: [F:13][CH:14]([F:23])[C:15]([N:4]1[CH2:5][CH2:6][N:1]([CH2:7][CH2:8][OH:9])[CH2:2][CH2:3]1)=[O:16]. The catalyst class is: 277. (2) Reactant: Cl[C:2]1[N:7]=[CH:6][N:5]=[C:4]([NH2:8])[C:3]=1[C:9]1[N:10]=[N:11][N:12]([CH3:14])[N:13]=1.[NH2:15][C@H:16]([C:18]1[N:19]([C:30]2[CH:35]=[CH:34][CH:33]=[CH:32][CH:31]=2)[C:20](=[O:29])[C:21]2[C:26]([CH:27]=1)=[CH:25][CH:24]=[CH:23][C:22]=2[Cl:28])[CH3:17].CCN(C(C)C)C(C)C.CCOC(C)=O. Product: [NH2:8][C:4]1[N:5]=[CH:6][N:7]=[C:2]([NH:15][C@H:16]([C:18]2[N:19]([C:30]3[CH:35]=[CH:34][CH:33]=[CH:32][CH:31]=3)[C:20](=[O:29])[C:21]3[C:26]([CH:27]=2)=[CH:25][CH:24]=[CH:23][C:22]=3[Cl:28])[CH3:17])[C:3]=1[C:9]1[N:10]=[N:11][N:12]([CH3:14])[N:13]=1. The catalyst class is: 114. (3) Reactant: [C:1]1(=[O:7])[NH:5][C:4](=[O:6])[CH:3]=[CH:2]1.[NH:8]1[CH:12]=[CH:11][CH:10]=[CH:9]1. Product: [CH2:9]([C:2]1[C:1]([NH:5][C:4](=[O:6])[CH:3]=1)=[O:7])[CH3:10].[NH:8]1[CH:12]=[CH:11][CH:10]=[CH:9]1. The catalyst class is: 3. (4) Reactant: [OH:1][C:2]1[C:7]([C:8]([OH:10])=[O:9])=[CH:6][C:5]([C:11]([OH:13])=[O:12])=[CH:4][C:3]=1[C:14]([OH:16])=[O:15].[CH2:17](Cl)[C:18]1[CH:23]=[CH:22][CH:21]=[CH:20][CH:19]=1.C(=O)([O-])[O-].[K+].[K+]. Product: [CH2:17]([O:9][C:8]([C:7]1[CH:6]=[C:5]([C:11]([O:13][CH2:17][C:18]2[CH:23]=[CH:22][CH:21]=[CH:20][CH:19]=2)=[O:12])[CH:4]=[C:3]([C:14]([O:16][CH2:17][C:18]2[CH:23]=[CH:22][CH:21]=[CH:20][CH:19]=2)=[O:15])[C:2]=1[O:1][CH2:14][C:3]1[CH:4]=[CH:5][CH:6]=[CH:7][CH:2]=1)=[O:10])[C:18]1[CH:23]=[CH:22][CH:21]=[CH:20][CH:19]=1. The catalyst class is: 3. (5) Reactant: [OH:1][C:2]1[CH:11]=[C:10]2[C:5]([CH2:6][CH2:7][C:8](=[O:12])[NH:9]2)=[CH:4][CH:3]=1.C(=O)([O-])[O-].[K+].[K+]. Product: [CH2:6]([O:1][C:2]1[CH:11]=[C:10]2[C:5]([CH2:6][CH2:7][C:8](=[O:12])[NH:9]2)=[CH:4][CH:3]=1)[C:5]1[CH:10]=[CH:11][CH:2]=[CH:3][CH:4]=1. The catalyst class is: 210. (6) Reactant: [CH2:1]([P:3]([CH:6]([C:10]1[CH:15]=[CH:14][CH:13]=[CH:12][CH:11]=1)[CH2:7][CH2:8][OH:9])(=[O:5])[OH:4])[CH3:2].[CH2:16](O)[CH2:17][CH2:18][CH2:19][OH:20]. Product: [CH2:1]([P:3]([CH:6]([C:10]1[CH:15]=[CH:14][CH:13]=[CH:12][CH:11]=1)[CH2:7][CH2:8][OH:9])(=[O:4])[O:5][CH2:16][CH2:17][CH2:18][CH2:19][OH:20])[CH3:2]. The catalyst class is: 11. (7) Reactant: [NH2:1][C:2]1[CH:3]=[C:4]([CH:25]=[CH:26][C:27]=1[NH2:28])[C:5]([NH:7][N:8]=[C:9]([C:11]1[C:15]([OH:16])=[C:14]([C:17]2[CH:22]=[CH:21][C:20]([Cl:23])=[C:19]([Cl:24])[CH:18]=2)[S:13][CH:12]=1)[CH3:10])=[O:6].CC(C)([O-])C.[Na+].C1N=CN([C:40](N2C=NC=C2)=[S:41])C=1.Cl. Product: [Cl:24][C:19]1[CH:18]=[C:17]([C:14]2[S:13][CH:12]=[C:11]([C:9](=[N:8][NH:7][C:5]([C:4]3[CH:25]=[CH:26][C:27]4[NH:28][C:40](=[S:41])[NH:1][C:2]=4[CH:3]=3)=[O:6])[CH3:10])[C:15]=2[OH:16])[CH:22]=[CH:21][C:20]=1[Cl:23]. The catalyst class is: 7. (8) The catalyst class is: 2. Reactant: [CH2:1]([O:3][C:4]1[CH:5]=[C:6]([CH:11]([OH:15])[C:12]([OH:14])=[O:13])[CH:7]=[CH:8][C:9]=1[OH:10])[CH3:2].N1C=CC=CC=1.[C:22](OC(=O)C)(=[O:24])[CH3:23].[CH2:29]([O:31]CC)[CH3:30]. Product: [C:22]([O:15][CH:11]([C:6]1[CH:7]=[CH:8][C:9]([O:10][C:29](=[O:31])[CH3:30])=[C:4]([O:3][CH2:1][CH3:2])[CH:5]=1)[C:12]([OH:14])=[O:13])(=[O:24])[CH3:23]. (9) Reactant: Cl.[CH3:2][C:3]1[CH:8]=[C:7]([C:9]([F:12])([F:11])[F:10])[CH:6]=[CH:5][C:4]=1[CH:13]1[CH2:18][CH:17]([C:19]([O:21][CH3:22])=[O:20])[CH2:16][CH2:15][NH:14]1.CCN(C(C)C)C(C)C.[C:32](Cl)(=[O:35])[O:33][CH3:34]. Product: [CH3:2][C:3]1[CH:8]=[C:7]([C:9]([F:10])([F:11])[F:12])[CH:6]=[CH:5][C:4]=1[CH:13]1[CH2:18][CH:17]([C:19]([O:21][CH3:22])=[O:20])[CH2:16][CH2:15][N:14]1[C:32]([O:33][CH3:34])=[O:35]. The catalyst class is: 4.